Dataset: Full USPTO retrosynthesis dataset with 1.9M reactions from patents (1976-2016). Task: Predict the reactants needed to synthesize the given product. (1) Given the product [CH:10]1[C:11]2[CH:12]([CH2:14][O:15][C:16]([NH:18][C:19]([CH3:25])([CH2:23][OH:24])[C:20]([O:22][CH:6]([C:40]3[CH:41]=[CH:42][CH:43]=[CH:44][CH:45]=3)[C:5]3[CH:13]=[CH:1][CH:2]=[CH:3][CH:4]=3)=[O:21])=[O:17])[C:13]3[C:5](=[CH:4][CH:3]=[CH:2][CH:1]=3)[C:6]=2[CH:7]=[CH:8][CH:9]=1, predict the reactants needed to synthesize it. The reactants are: [CH:1]1[C:13]2[CH:12]([CH2:14][O:15][C:16]([NH:18][C:19]([CH3:25])([CH2:23][OH:24])[C:20]([OH:22])=[O:21])=[O:17])[C:11]3[C:6](=[CH:7][CH:8]=[CH:9][CH:10]=3)[C:5]=2[CH:4]=[CH:3][CH:2]=1.II.C(Cl)Cl.C(OI([C:40]1[CH:45]=[CH:44][CH:43]=[CH:42][CH:41]=1)OC(=O)C)(=O)C. (2) Given the product [CH3:15][O:14][C:12](=[O:13])[NH:11][C:10]1[CH:9]=[CH:8][C:7]([F:16])=[C:3]([NH2:36])[C:2]=1[F:1], predict the reactants needed to synthesize it. The reactants are: [F:1][C:2]1[C:10]([NH:11][C:12]([O:14][CH3:15])=[O:13])=[CH:9][CH:8]=[C:7]([F:16])[C:3]=1C(O)=O.C(O)(C)(C)C.C1(P([N:36]=[N+]=[N-])(C2C=CC=CC=2)=O)C=CC=CC=1.C(=O)([O-])O.[Na+].